Dataset: Catalyst prediction with 721,799 reactions and 888 catalyst types from USPTO. Task: Predict which catalyst facilitates the given reaction. Reactant: [CH2:1]([O:8][C:9]1[CH:16]=[CH:15][C:12]([CH:13]=[O:14])=[C:11]([OH:17])[CH:10]=1)[C:2]1[CH:7]=[CH:6][CH:5]=[CH:4][CH:3]=1.I[CH:19]([CH3:21])[CH3:20].C(=O)([O-])[O-].[K+].[K+]. Product: [CH2:1]([O:8][C:9]1[CH:16]=[CH:15][C:12]([CH:13]=[O:14])=[C:11]([O:17][CH:19]([CH3:21])[CH3:20])[CH:10]=1)[C:2]1[CH:3]=[CH:4][CH:5]=[CH:6][CH:7]=1. The catalyst class is: 21.